From a dataset of Forward reaction prediction with 1.9M reactions from USPTO patents (1976-2016). Predict the product of the given reaction. (1) Given the reactants [CH2:1]([O:3][C:4](=[O:22])[CH2:5][C:6]([N:8]([CH:16]1[CH2:21][CH2:20][CH2:19][CH2:18][CH2:17]1)[CH2:9][CH2:10][C:11]([O:13]CC)=O)=[O:7])[CH3:2].[O-]CC.[Na+], predict the reaction product. The product is: [CH:16]1([N:8]2[CH2:9][CH2:10][C:11](=[O:13])[CH:5]([C:4]([O:3][CH2:1][CH3:2])=[O:22])[C:6]2=[O:7])[CH2:17][CH2:18][CH2:19][CH2:20][CH2:21]1. (2) Given the reactants [CH3:1][S:2](Cl)(=[O:4])=[O:3].C(N(CC)CC)C.[CH3:13][O:14][CH2:15][CH2:16][NH2:17], predict the reaction product. The product is: [CH3:13][O:14][CH2:15][CH2:16][NH:17][S:2]([CH3:1])(=[O:4])=[O:3]. (3) The product is: [CH3:8][N:6]1[C:5](=[O:9])[N:4]([CH3:10])[C:3](=[O:11])[C:2]([N:16]2[CH2:17][CH2:18][N:13]([C:19](=[O:20])[C:21]3[CH:26]=[CH:25][CH:24]=[CH:23][C:22]=3[C:27]([F:30])([F:28])[F:29])[CH2:14][CH2:15]2)=[N:7]1.[C:21]1([CH3:19])[CH:26]=[CH:25][CH:24]=[CH:23][CH:22]=1. Given the reactants Br[C:2]1[C:3](=[O:11])[N:4]([CH3:10])[C:5](=[O:9])[N:6]([CH3:8])[N:7]=1.Cl.[N:13]1([C:19]([C:21]2[CH:26]=[CH:25][CH:24]=[CH:23][C:22]=2[C:27]([F:30])([F:29])[F:28])=[O:20])[CH2:18][CH2:17][NH:16][CH2:15][CH2:14]1, predict the reaction product. (4) The product is: [CH3:33][Si:32]([CH3:35])([CH3:34])[CH2:31][CH2:30][O:29][CH2:28][N:25]1[C:21]2[N:22]=[CH:23][N:24]3[CH:36]=[N:1][C:2]([CH:3]4[CH2:8][CH2:7][CH2:6][N:5]([C:9]([O:11][CH2:12][C:13]5[CH:14]=[CH:15][CH:16]=[CH:17][CH:18]=5)=[O:10])[CH2:4]4)=[C:19]3[C:20]=2[CH:27]=[CH:26]1. Given the reactants [NH2:1][CH:2]([C:19]1[C:20]2[CH:27]=[CH:26][N:25]([CH2:28][O:29][CH2:30][CH2:31][Si:32]([CH3:35])([CH3:34])[CH3:33])[C:21]=2[N:22]=[CH:23][N:24]=1)[CH:3]1[CH2:8][CH2:7][CH2:6][N:5]([C:9]([O:11][CH2:12][C:13]2[CH:18]=[CH:17][CH:16]=[CH:15][CH:14]=2)=[O:10])[CH2:4]1.[CH3:36]OC(OC)N(C)C, predict the reaction product. (5) Given the reactants Br[C:2]1[CH:3]=[C:4]([CH:7]=[CH:8][C:9]=1[O:10][CH:11]1[CH2:16][CH2:15][CH2:14][CH2:13][O:12]1)[C:5]#[N:6].CC1(C)C(C)(C)OB([C:25]2[CH:42]=[CH:41][C:28]([O:29][CH2:30][C:31]3[CH:40]=[CH:39][C:38]4[C:33](=[CH:34][CH:35]=[CH:36][CH:37]=4)[N:32]=3)=[CH:27][CH:26]=2)O1.C(=O)([O-])[O-].[Cs+].[Cs+], predict the reaction product. The product is: [N:32]1[C:33]2[C:38](=[CH:37][CH:36]=[CH:35][CH:34]=2)[CH:39]=[CH:40][C:31]=1[CH2:30][O:29][C:28]1[CH:41]=[CH:42][C:25]([C:2]2[C:9]([O:10][CH:11]3[CH2:16][CH2:15][CH2:14][CH2:13][O:12]3)=[CH:8][CH:7]=[C:4]([C:5]#[N:6])[CH:3]=2)=[CH:26][CH:27]=1. (6) Given the reactants C[NH:2][C:3]12[CH2:7][C:5]([OH:8])([CH2:6]1)[CH2:4]2.[F:16][C:15]([F:18])([F:17])[C:14](O[C:14](=[O:19])[C:15]([F:18])([F:17])[F:16])=[O:19], predict the reaction product. The product is: [F:18][C:15]([F:16])([F:17])[C:14]([NH:2][C:3]12[CH2:7][C:5]([OH:8])([CH2:6]1)[CH2:4]2)=[O:19].